This data is from Reaction yield outcomes from USPTO patents with 853,638 reactions. The task is: Predict the reaction yield, written as a fraction of the theoretical maximum amount of product (1.0 means a 100% yield; for example, 0.34 means a 34% yield). (1) The reactants are Br[CH2:2][CH2:3][CH:4]([S:9]([OH:12])(=[O:11])=[O:10])[C:5]([O:7][CH3:8])=[O:6].[C:13]([OH:16])(=[S:15])[CH3:14].CCN(C(C)C)C(C)C. The catalyst is C1COCC1. The product is [C:13]([S:15][CH2:2][CH2:3][CH:4]([S:9]([OH:12])(=[O:11])=[O:10])[C:5]([O:7][CH3:8])=[O:6])(=[O:16])[CH3:14]. The yield is 0.900. (2) The product is [F:8][C:4]1[CH:5]=[CH:6][CH:7]=[C:2]([F:1])[C:3]=1[N:9]1[C:14]2[N:15]=[C:16]([NH:28][CH2:29][CH2:30][N:31]([CH3:33])[CH3:32])[N:17]=[C:18]([C:19]3[CH:20]=[C:21]([CH:25]=[CH:26][CH:27]=3)[C:22]([NH:40][C:36]3[S:35][CH:39]=[CH:38][N:37]=3)=[O:23])[C:13]=2[CH2:12][NH:11][C:10]1=[O:34]. The catalyst is C(Cl)Cl.O. The reactants are [F:1][C:2]1[CH:7]=[CH:6][CH:5]=[C:4]([F:8])[C:3]=1[N:9]1[C:14]2[N:15]=[C:16]([NH:28][CH2:29][CH2:30][N:31]([CH3:33])[CH3:32])[N:17]=[C:18]([C:19]3[CH:20]=[C:21]([CH:25]=[CH:26][CH:27]=3)[C:22](O)=[O:23])[C:13]=2[CH2:12][NH:11][C:10]1=[O:34].[S:35]1[CH:39]=[CH:38][N:37]=[C:36]1[NH2:40].CN(C(ON1N=NC2C=CC=NC1=2)=[N+](C)C)C.F[P-](F)(F)(F)(F)F.C(N(C(C)C)CC)(C)C. The yield is 0.400.